Dataset: Reaction yield outcomes from USPTO patents with 853,638 reactions. Task: Predict the reaction yield, written as a fraction of the theoretical maximum amount of product (1.0 means a 100% yield; for example, 0.34 means a 34% yield). (1) The reactants are [CH3:1][C:2]1[C:10]([S:11]([NH:14][CH3:15])(=[O:13])=[O:12])=[CH:9][CH:8]=[C:7]2[C:3]=1[CH2:4][C:5](=[O:16])[NH:6]2.[CH2:17]([O:19][C:20](=[O:33])[CH2:21][NH:22][C:23]([C:25]1[C:29]([CH3:30])=[C:28]([CH:31]=O)[NH:27][CH:26]=1)=[O:24])[CH3:18].N1CCCCC1. The catalyst is C(O)C. The product is [CH2:17]([O:19][C:20](=[O:33])[CH2:21][NH:22][C:23]([C:25]1[C:29]([CH3:30])=[C:28]([CH:31]=[C:4]2[C:3]3[C:7](=[CH:8][CH:9]=[C:10]([S:11](=[O:12])(=[O:13])[NH:14][CH3:15])[C:2]=3[CH3:1])[NH:6][C:5]2=[O:16])[NH:27][CH:26]=1)=[O:24])[CH3:18]. The yield is 0.520. (2) The reactants are [H-].[Na+].[C:3]1([SH:9])[CH:8]=[CH:7][CH:6]=[CH:5][CH:4]=1.Cl[C:11]1[CH:20]=[CH:19][C:18]2[C:13](=[C:14]([C:21]3[NH:29][C:28]4[CH2:27][CH2:26][NH:25][C:24](=[O:30])[C:23]=4[CH:22]=3)[CH:15]=[CH:16][CH:17]=2)[N:12]=1.CO. The catalyst is CN1C(=O)CCC1. The product is [C:3]1([S:9][C:11]2[CH:20]=[CH:19][C:18]3[C:13](=[C:14]([C:21]4[NH:29][C:28]5[CH2:27][CH2:26][NH:25][C:24](=[O:30])[C:23]=5[CH:22]=4)[CH:15]=[CH:16][CH:17]=3)[N:12]=2)[CH:8]=[CH:7][CH:6]=[CH:5][CH:4]=1. The yield is 0.450.